From a dataset of Catalyst prediction with 721,799 reactions and 888 catalyst types from USPTO. Predict which catalyst facilitates the given reaction. (1) Reactant: O.[NH2:2]N.[F:4][C:5]([F:12])([F:11])[C:6](OCC)=O.C(O)(=O)C.[CH:17]([NH2:19])=[NH:18]. Product: [F:4][C:5]([F:12])([F:11])[C:6]1[N:19]=[CH:17][NH:18][N:2]=1. The catalyst class is: 8. (2) Reactant: [CH2:1]([NH:3][S:4]([CH2:7][C:8]1[CH:13]=[CH:12][CH:11]=[CH:10][CH:9]=1)(=[O:6])=[O:5])[CH3:2].CC(C)([O-])C.[K+].[C:20](OCC)(=[O:24])[C:21]([O-])=[O:22].Cl. Product: [CH2:1]([N:3]1[C:21](=[O:22])[C:20]([OH:24])=[C:7]([C:8]2[CH:13]=[CH:12][CH:11]=[CH:10][CH:9]=2)[S:4]1(=[O:5])=[O:6])[CH3:2]. The catalyst class is: 1. (3) The catalyst class is: 38. Product: [NH2:1][C:2]1[NH:3][C:4](=[O:13])[C:5]2[N:11]=[C:10]([C:24]3[CH:25]=[CH:26][C:21]([F:20])=[CH:22][CH:23]=3)[CH:9]=[CH:8][C:6]=2[N:7]=1. Reactant: [NH2:1][C:2]1[NH:3][C:4](=[O:13])[C:5]2[N:11]=[C:10](Cl)[CH:9]=[CH:8][C:6]=2[N:7]=1.C(=O)([O-])[O-].[K+].[K+].[F:20][C:21]1[CH:26]=[CH:25][C:24](B(O)O)=[CH:23][CH:22]=1. (4) Reactant: [C:1]([O:5][C:6](=[O:24])[C:7]1[C:12]([F:13])=[CH:11][CH:10]=[C:9]([O:14][Si](C(C)(C)C)(C)C)[C:8]=1[O:22][CH3:23])([CH3:4])([CH3:3])[CH3:2].CCCC[N+](CCCC)(CCCC)CCCC.[F-]. Product: [C:1]([O:5][C:6](=[O:24])[C:7]1[C:12]([F:13])=[CH:11][CH:10]=[C:9]([OH:14])[C:8]=1[O:22][CH3:23])([CH3:4])([CH3:3])[CH3:2]. The catalyst class is: 49. (5) Reactant: [CH3:1][C:2]1[CH:7]=[C:6]([N+:8]([O-:10])=[O:9])[CH:5]=[CH:4][C:3]=1[CH2:11]O.P(Br)(Br)[Br:14].C(=O)([O-])O.[Na+]. Product: [Br:14][CH2:11][C:3]1[CH:4]=[CH:5][C:6]([N+:8]([O-:10])=[O:9])=[CH:7][C:2]=1[CH3:1]. The catalyst class is: 2. (6) Reactant: Cl[C:2]1[C:7]([C:8]2[CH:9]=[N:10][N:11]([CH3:13])[CH:12]=2)=[N:6][CH:5]=[CH:4][N:3]=1.[OH2:14].[OH-].[K+]. Product: [CH3:13][N:11]1[CH:12]=[C:8]([C:7]2[C:2](=[O:14])[NH:3][CH:4]=[CH:5][N:6]=2)[CH:9]=[N:10]1. The catalyst class is: 16.